From a dataset of Catalyst prediction with 721,799 reactions and 888 catalyst types from USPTO. Predict which catalyst facilitates the given reaction. Reactant: [CH2:1]([O:8][C:9]1[CH:14]=[CH:13][C:12]([OH:15])=[CH:11][CH:10]=1)[C:2]1[CH:7]=[CH:6][CH:5]=[CH:4][CH:3]=1.[H-].[Na+].F[C:19]1[CH:24]=[CH:23][C:22]([N+:25]([O-:27])=[O:26])=[CH:21][CH:20]=1. Product: [CH2:1]([O:8][C:9]1[CH:10]=[CH:11][C:12]([O:15][C:19]2[CH:24]=[CH:23][C:22]([N+:25]([O-:27])=[O:26])=[CH:21][CH:20]=2)=[CH:13][CH:14]=1)[C:2]1[CH:3]=[CH:4][CH:5]=[CH:6][CH:7]=1. The catalyst class is: 9.